This data is from Forward reaction prediction with 1.9M reactions from USPTO patents (1976-2016). The task is: Predict the product of the given reaction. (1) Given the reactants [OH:1][C:2]1[C:7](=[O:8])[N:6]2[CH2:9][CH2:10][CH2:11][CH2:12][C:5]2=[N:4][C:3]=1[C:13]([O:15][CH3:16])=[O:14].[C:17](O[C:17](=[O:24])[C:18]1[CH:23]=[CH:22][CH:21]=[CH:20][CH:19]=1)(=[O:24])[C:18]1[CH:23]=[CH:22][CH:21]=[CH:20][CH:19]=1, predict the reaction product. The product is: [C:17]([O:1][C:2]1[C:7](=[O:8])[N:6]2[CH2:9][CH2:10][CH2:11][CH2:12][C:5]2=[N:4][C:3]=1[C:13]([O:15][CH3:16])=[O:14])(=[O:24])[C:18]1[CH:23]=[CH:22][CH:21]=[CH:20][CH:19]=1. (2) Given the reactants [CH3:1][C:2]1[CH:7]=[CH:6][C:5]([N:8]2[CH:12]=[CH:11][N:10]=[CH:9]2)=[CH:4][CH:3]=1.[Br:13][CH2:14][CH3:15], predict the reaction product. The product is: [Br-:13].[CH3:1][C:2]1[CH:3]=[CH:4][C:5]([N+:8]2[CH:12]=[CH:11][N:10]([CH2:14][CH3:15])[CH:9]=2)=[CH:6][CH:7]=1. (3) Given the reactants [CH3:1][O:2][C:3]1[CH:4]=[C:5](/[CH:11]=[CH:12]/[C:13]#[N:14])[CH:6]=[CH:7][C:8]=1[O:9][CH3:10].[BH4-].[Na+].Cl, predict the reaction product. The product is: [CH3:1][O:2][C:3]1[CH:4]=[C:5]([CH2:11][CH2:12][C:13]#[N:14])[CH:6]=[CH:7][C:8]=1[O:9][CH3:10]. (4) Given the reactants [CH3:1][O:2][C:3]1[CH:8]=[CH:7][CH:6]=[CH:5][C:4]=1O.CN(C)C1C=CC=CC=1.[C:19]([Cl:22])(Cl)=[O:20].CN(C=[O:27])C, predict the reaction product. The product is: [Cl:22][C:19]([O:20][C:4]1[CH:5]=[CH:6][CH:7]=[CH:8][C:3]=1[O:2][CH3:1])=[O:27]. (5) Given the reactants [NH2:1][C:2]1[C:11]2[N:12]=[CH:13][N:14]([CH2:15][CH2:16][OH:17])[C:10]=2[C:9]2[CH:8]=[CH:7][CH:6]=[CH:5][C:4]=2[N:3]=1.[C:18]1(O)[CH:23]=[CH:22][CH:21]=[CH:20][CH:19]=1.C1(P(C2C=CC=CC=2)C2C=CC=CC=2)C=CC=CC=1.N(C(OCC)=O)=NC(OCC)=O, predict the reaction product. The product is: [O:17]([CH2:16][CH2:15][N:14]1[C:10]2[C:9]3[CH:8]=[CH:7][CH:6]=[CH:5][C:4]=3[N:3]=[C:2]([NH2:1])[C:11]=2[N:12]=[CH:13]1)[C:18]1[CH:23]=[CH:22][CH:21]=[CH:20][CH:19]=1. (6) Given the reactants [O:1]1[C:5]2[CH:6]=[CH:7][CH:8]=[CH:9][C:4]=2[CH:3]=[C:2]1[C:10]([CH:12]1C(=O)O[C:15](C)([CH3:19])[O:14][C:13]1=[O:21])=[O:11], predict the reaction product. The product is: [O:1]1[C:5]2[CH:6]=[CH:7][CH:8]=[CH:9][C:4]=2[CH:3]=[C:2]1[C:10](=[O:11])[CH2:12][C:13]([O:14][CH2:15][CH3:19])=[O:21].